Dataset: Reaction yield outcomes from USPTO patents with 853,638 reactions. Task: Predict the reaction yield, written as a fraction of the theoretical maximum amount of product (1.0 means a 100% yield; for example, 0.34 means a 34% yield). The reactants are [CH2:1]([O:3][C:4](=[O:22])[CH2:5][NH:6][CH2:7][CH2:8][NH:9][S:10]([C:13]1[S:14][C:15]2[CH:21]=[CH:20][CH:19]=[CH:18][C:16]=2[N:17]=1)(=[O:12])=[O:11])[CH3:2].[CH3:23][O:24][C:25]1[CH:26]=[C:27]([CH:46]=[CH:47][C:48]=1[O:49][CH3:50])[CH2:28][O:29][C:30]([NH:32][C:33]1[N:41]=[CH:40][N:39]=[C:38]2[C:34]=1[N:35]=[CH:36][N:37]2[CH2:42][C:43](O)=[O:44])=[O:31]. No catalyst specified. The product is [CH2:1]([O:3][C:4](=[O:22])[CH2:5][N:6]([CH2:7][CH2:8][NH:9][S:10]([C:13]1[S:14][C:15]2[CH:21]=[CH:20][CH:19]=[CH:18][C:16]=2[N:17]=1)(=[O:12])=[O:11])[C:43](=[O:44])[CH2:42][N:37]1[CH:36]=[N:35][C:34]2[C:38]1=[N:39][CH:40]=[N:41][C:33]=2[NH:32][C:30]([O:29][CH2:28][C:27]1[CH:46]=[CH:47][C:48]([O:49][CH3:50])=[C:25]([O:24][CH3:23])[CH:26]=1)=[O:31])[CH3:2]. The yield is 0.960.